From a dataset of Catalyst prediction with 721,799 reactions and 888 catalyst types from USPTO. Predict which catalyst facilitates the given reaction. (1) Reactant: [CH3:1][O:2][C:3]1[CH:4]=[C:5]([CH:8]=[CH:9][C:10]=1[N+:11]([O-])=O)[CH2:6]Cl.[Na+].[CH3:15][S:16]([O-:18])=[O:17].O. Product: [CH3:1][O:2][C:3]1[CH:4]=[C:5]([CH2:6][S:16]([CH3:15])(=[O:18])=[O:17])[CH:8]=[CH:9][C:10]=1[NH2:11]. The catalyst class is: 8. (2) Reactant: [C:1]1([CH2:7][CH2:8][CH2:9][C:10]([OH:12])=O)[CH:6]=[CH:5][CH:4]=[CH:3][CH:2]=1.O.ON1C2C=CC=CC=2N=N1.Cl.CN(C)CCCN=C=NCC.[CH3:36][C:37]1([C:43]2[CH:44]=[C:45]([NH:49][S:50]([CH3:53])(=[O:52])=[O:51])[CH:46]=[CH:47][CH:48]=2)[CH:42]2[CH:38]1[CH2:39][NH:40][CH2:41]2.C(=O)([O-])O.[Na+]. Product: [CH3:36][C:37]1([C:43]2[CH:44]=[C:45]([NH:49][S:50]([CH3:53])(=[O:52])=[O:51])[CH:46]=[CH:47][CH:48]=2)[CH:42]2[CH:38]1[CH2:39][N:40]([C:10](=[O:12])[CH2:9][CH2:8][CH2:7][C:1]1[CH:2]=[CH:3][CH:4]=[CH:5][CH:6]=1)[CH2:41]2. The catalyst class is: 9. (3) Reactant: C[O:2][C:3]([C:5]1[CH:10]=[CH:9][C:8]([NH:11][C:12](=[O:14])[CH3:13])=[CH:7][C:6]=1[NH:15][C:16](=[O:30])[CH2:17][CH:18]([C:20]1[CH:29]=[CH:28][C:27]2[C:22](=[CH:23][CH:24]=[CH:25][CH:26]=2)[CH:21]=1)[CH3:19])=[O:4].[OH-].[Na+]. Product: [C:3]([C:5]1[CH:10]=[CH:9][C:8]([NH:11][C:12](=[O:14])[CH3:13])=[CH:7][C:6]=1[NH:15][C:16](=[O:30])[CH2:17][CH:18]([C:20]1[CH:29]=[CH:28][C:27]2[C:22](=[CH:23][CH:24]=[CH:25][CH:26]=2)[CH:21]=1)[CH3:19])([OH:4])=[O:2]. The catalyst class is: 5.